The task is: Predict the reactants needed to synthesize the given product.. This data is from Full USPTO retrosynthesis dataset with 1.9M reactions from patents (1976-2016). (1) Given the product [C:1]1([CH2:7][CH2:8][C:9]2[N:14]3[CH:15]=[C:16]([C:17]([O:19][CH3:20])=[O:18])[CH:21]=[CH:22][C:13]3=[CH:12][N:11]=2)[CH:6]=[CH:5][CH:4]=[CH:3][CH:2]=1, predict the reactants needed to synthesize it. The reactants are: [C:1]1([CH2:7][CH2:8][C:9]([NH:11][CH2:12][C:13]2[CH:22]=[CH:21][C:16]([C:17]([O:19][CH3:20])=[O:18])=[CH:15][N:14]=2)=O)[CH:6]=[CH:5][CH:4]=[CH:3][CH:2]=1.P(Cl)(Cl)(Cl)=O. (2) Given the product [C:24]([O:21][CH:12]([C:9]1[CH:8]=[CH:7][C:6]([C:4](=[O:5])[N:3]([CH2:1][CH3:2])[CH2:22][CH3:23])=[CH:11][CH:10]=1)[C:13]1[CH:18]=[CH:17][CH:16]=[CH:15][C:14]=1[O:19][CH3:20])(=[O:26])[CH3:25], predict the reactants needed to synthesize it. The reactants are: [CH2:1]([N:3]([CH2:22][CH3:23])[C:4]([C:6]1[CH:11]=[CH:10][C:9]([CH:12]([OH:21])[C:13]2[CH:18]=[CH:17][CH:16]=[CH:15][C:14]=2[O:19][CH3:20])=[CH:8][CH:7]=1)=[O:5])[CH3:2].[C:24](OC(=O)C)(=[O:26])[CH3:25].CO. (3) Given the product [NH2:7][C:3]1([CH2:2][NH:1][C:18]2[C:19]3[S:24][CH:23]=[CH:22][C:20]=3[N:21]=[C:16]([Cl:15])[N:17]=2)[CH2:6][O:5][CH2:4]1.[NH2:1][CH2:2][C:3]1([NH:7][C:18]2[C:19]3[S:24][CH:23]=[CH:22][C:20]=3[N:21]=[C:16]([Cl:15])[N:17]=2)[CH2:6][O:5][CH2:4]1, predict the reactants needed to synthesize it. The reactants are: [NH2:1][CH2:2][C:3]1([NH2:7])[CH2:6][O:5][CH2:4]1.C(N(CC)CC)C.[Cl:15][C:16]1[N:17]=[C:18](Cl)[C:19]2[S:24][CH:23]=[CH:22][C:20]=2[N:21]=1.O. (4) Given the product [Br:1][C:2]1[CH:10]=[C:9]2[C:5]([CH2:6][CH2:7][C:8]2=[O:11])=[C:4]([N+:12]([O-:14])=[O:13])[C:3]=1[NH2:15], predict the reactants needed to synthesize it. The reactants are: [Br:1][C:2]1[CH:10]=[C:9]2[C:5]([CH2:6][CH2:7][C:8]2=[O:11])=[C:4]([N+:12]([O-:14])=[O:13])[C:3]=1[NH:15]C(=O)C.O. (5) Given the product [F:1][C:2]([F:7])([F:6])[C:3]([OH:5])=[O:4].[Cl:8][C:9]1[CH:10]=[CH:11][C:12]([C:13]([N:15]2[CH2:21][C:20]3[CH:22]=[CH:23][CH:24]=[CH:25][C:19]=3[N:18]([CH2:26][CH:27]3[CH2:28][CH2:29][N:30]([CH:37]([CH3:39])[CH3:36])[CH2:31][CH2:32]3)[C:17](=[O:33])[CH2:16]2)=[O:14])=[CH:34][CH:35]=1, predict the reactants needed to synthesize it. The reactants are: [F:1][C:2]([F:7])([F:6])[C:3]([OH:5])=[O:4].[Cl:8][C:9]1[CH:35]=[CH:34][C:12]([C:13]([N:15]2[CH2:21][C:20]3[CH:22]=[CH:23][CH:24]=[CH:25][C:19]=3[N:18]([CH2:26][CH:27]3[CH2:32][CH2:31][NH:30][CH2:29][CH2:28]3)[C:17](=[O:33])[CH2:16]2)=[O:14])=[CH:11][CH:10]=1.[CH3:36][C:37]([CH3:39])=O.C(O)(=O)C.C(O[BH-](OC(=O)C)OC(=O)C)(=O)C.[Na+]. (6) Given the product [OH:49][C@@H:43]([CH2:45][OH:44])[CH2:42][O:41][C:2]([CH3:40])([CH3:1])[CH2:3][N:4]1[CH:8]=[CH:7][C:6]([NH:9][C:10]([CH:12]2[CH:16]([C:17]3[CH:22]=[CH:21][CH:20]=[C:19]([Cl:23])[C:18]=3[F:24])[C:15]([C:27]3[CH:32]=[CH:31][C:30]([Cl:33])=[CH:29][C:28]=3[F:34])([C:25]#[N:26])[CH:14]([CH2:35][C:36]([CH3:39])([CH3:37])[CH3:38])[NH:13]2)=[O:11])=[N:5]1, predict the reactants needed to synthesize it. The reactants are: [CH3:1][C:2]([O:41][CH2:42][C@@H:43]1[CH2:45][O:44]1)([CH3:40])[CH2:3][N:4]1[CH:8]=[CH:7][C:6]([NH:9][C:10]([CH:12]2[CH:16]([C:17]3[CH:22]=[CH:21][CH:20]=[C:19]([Cl:23])[C:18]=3[F:24])[C:15]([C:27]3[CH:32]=[CH:31][C:30]([Cl:33])=[CH:29][C:28]=3[F:34])([C:25]#[N:26])[CH:14]([CH2:35][C:36]([CH3:39])([CH3:38])[CH3:37])[NH:13]2)=[O:11])=[N:5]1.O.CC(C)=[O:49].Cl(O)(=O)(=O)=O. (7) Given the product [CH2:27]([C:23]1[S:22][C:21]([CH3:20])=[C:25]([CH3:26])[C:24]=1[C:5]([C:4]1[CH:8]=[C:9]([CH3:13])[C:10]([O:11][CH3:12])=[C:2]([CH3:1])[CH:3]=1)=[O:7])[C:28]1[CH:29]=[CH:30][CH:31]=[CH:32][CH:33]=1, predict the reactants needed to synthesize it. The reactants are: [CH3:1][C:2]1[CH:3]=[C:4]([CH:8]=[C:9]([CH3:13])[C:10]=1[O:11][CH3:12])[C:5]([OH:7])=O.C(Cl)(=O)C(Cl)=O.[CH3:20][C:21]1[S:22][C:23]([CH2:27][C:28]2[CH:33]=[CH:32][CH:31]=[CH:30][CH:29]=2)=[CH:24][C:25]=1[CH3:26].[Sn](Cl)(Cl)(Cl)Cl. (8) The reactants are: C1C=CC(P(C2C=CC=CC=2)C2C=CC=CC=2)=CC=1.CC([O-])=O.[K+].Br[C:26]1[C:31]([O:32][CH2:33][CH2:34][CH:35]=[CH2:36])=[CH:30][CH:29]=[C:28]([Br:37])[N:27]=1. Given the product [Br:37][C:28]1[N:27]=[C:26]2[C:35](=[CH2:36])[CH2:34][CH2:33][O:32][C:31]2=[CH:30][CH:29]=1, predict the reactants needed to synthesize it. (9) The reactants are: [CH2:1]([O:8][C:9]1[CH:14]=[CH:13][C:12]([CH3:15])=[CH:11][C:10]=1[CH2:16][C@@H:17]([OH:19])[CH3:18])[C:2]1[CH:7]=[CH:6][CH:5]=[CH:4][CH:3]=1.C[C@@H]1CO1. Given the product [CH2:1]([O:8][C:9]1[CH:14]=[CH:13][C:12]([CH3:15])=[CH:11][C:10]=1[CH2:16][C@H:17]([OH:19])[CH3:18])[C:2]1[CH:3]=[CH:4][CH:5]=[CH:6][CH:7]=1, predict the reactants needed to synthesize it. (10) Given the product [NH2:34][C:33]1[N:3]([CH3:2])[O:4][C:19]2([C:18]3[C:23](=[CH:24][CH:25]=[C:16]([C:12]4[CH:11]=[C:10]([CH:15]=[CH:14][CH:13]=4)[C:8]#[N:9])[CH:17]=3)[O:22][CH:21]([C:26]3[CH:31]=[CH:30][CH:29]=[CH:28][N:27]=3)[CH2:20]2)[N:32]=1, predict the reactants needed to synthesize it. The reactants are: Cl.[CH3:2][NH:3][OH:4].CO[Na].[C:8]([C:10]1[CH:11]=[C:12]([C:16]2[CH:17]=[C:18]3[C:23](=[CH:24][CH:25]=2)[O:22][CH:21]([C:26]2[CH:31]=[CH:30][CH:29]=[CH:28][N:27]=2)[CH2:20]/[C:19]/3=[N:32]/[C:33]#[N:34])[CH:13]=[CH:14][CH:15]=1)#[N:9].